Dataset: Forward reaction prediction with 1.9M reactions from USPTO patents (1976-2016). Task: Predict the product of the given reaction. (1) Given the reactants P(Cl)(Cl)([Cl:3])=O.[CH3:6][C:7]1[S:26][C:10]2[N:11]=[C:12](O)[N:13]=[C:14]([C:15]3[CH:20]=[CH:19][CH:18]=[C:17]([C:21]([F:24])([F:23])[F:22])[CH:16]=3)[C:9]=2[CH:8]=1, predict the reaction product. The product is: [Cl:3][C:12]1[N:13]=[C:14]([C:15]2[CH:20]=[CH:19][CH:18]=[C:17]([C:21]([F:24])([F:23])[F:22])[CH:16]=2)[C:9]2[CH:8]=[C:7]([CH3:6])[S:26][C:10]=2[N:11]=1. (2) Given the reactants [C:1]1([C:7]2[S:11][C:10]([O:12][C@@H:13]3[CH:20]4[CH2:21][N:16]5[CH2:17][CH:18]([CH2:22][CH:14]3[CH2:15]5)[CH2:19]4)=[N:9][N:8]=2)[CH:6]=[CH:5][CH:4]=[CH:3][CH:2]=1.[P:23](=[O:27])([OH:26])([OH:25])[OH:24], predict the reaction product. The product is: [P:23]([OH:27])([OH:26])([OH:25])=[O:24].[C:1]1([C:7]2[S:11][C:10]([O:12][C@@H:13]3[CH:20]4[CH2:21][N:16]5[CH2:17][CH:18]([CH2:22][CH:14]3[CH2:15]5)[CH2:19]4)=[N:9][N:8]=2)[CH:2]=[CH:3][CH:4]=[CH:5][CH:6]=1. (3) Given the reactants [Cl:1][C:2]1[N:19]=[C:18]([Cl:20])[CH:17]=[CH:16][C:3]=1[C:4]([C:6](=[CH:12]OCC)[C:7]([O:9][CH2:10][CH3:11])=[O:8])=[O:5].C1(C)C=CC(S(O)(=O)=O)=CC=1.[F:32][C@H:33]1[CH2:35][C@H:34]1[NH2:36].C(N(CC)CC)C, predict the reaction product. The product is: [Cl:1][C:2]1[N:19]=[C:18]([Cl:20])[CH:17]=[CH:16][C:3]=1[C:4]([C:6](=[CH:12][NH:36][C@@H:34]1[CH2:35][C@@H:33]1[F:32])[C:7]([O:9][CH2:10][CH3:11])=[O:8])=[O:5]. (4) Given the reactants [Br:1][C:2]1[CH:3]=[C:4]([C:9]([O:11][CH2:12][CH3:13])=[O:10])[NH:5][C:6]=1[C:7]#[N:8].[H-].[Na+].[NH2:16]OP(=O)(C1C=CC=CC=1)C1C=CC=CC=1.C([O-])(O)=O.[Na+], predict the reaction product. The product is: [NH2:16][N:5]1[C:6]([C:7]#[N:8])=[C:2]([Br:1])[CH:3]=[C:4]1[C:9]([O:11][CH2:12][CH3:13])=[O:10]. (5) Given the reactants [CH:1]1([C:4]2[O:8][N:7]=[C:6]([C:9]3[C:14]([Cl:15])=[CH:13][CH:12]=[CH:11][C:10]=3[Cl:16])[C:5]=2[CH2:17][O:18][CH:19]2[CH2:25][CH2:24][CH2:23][NH:22][CH2:21][CH2:20]2)[CH2:3][CH2:2]1.I[C:27]1[CH:37]=[CH:36][C:30]([C:31]([O:33][CH2:34][CH3:35])=[O:32])=[CH:29][CH:28]=1.N1CCC[C@H]1C(O)=O.C(=O)([O-])[O-].[K+].[K+], predict the reaction product. The product is: [CH2:34]([O:33][C:31](=[O:32])[C:30]1[CH:36]=[CH:37][C:27]([N:22]2[CH2:23][CH2:24][CH2:25][CH:19]([O:18][CH2:17][C:5]3[C:6]([C:9]4[C:10]([Cl:16])=[CH:11][CH:12]=[CH:13][C:14]=4[Cl:15])=[N:7][O:8][C:4]=3[CH:1]3[CH2:2][CH2:3]3)[CH2:20][CH2:21]2)=[CH:28][CH:29]=1)[CH3:35]. (6) Given the reactants [CH:1]([C:4]1[NH:5][C:6]2[CH:12]=[CH:11][CH:10]=[CH:9][C:7]=2[N:8]=1)([CH3:3])[CH3:2].Cl[C:14]1[N:22]=[C:21]2[C:17]([N:18]=[C:19]([CH2:24][N:25]3[CH2:30][CH2:29][CH:28]([C:31]([OH:34])([CH3:33])[CH3:32])[CH2:27][CH2:26]3)[N:20]2[CH3:23])=[C:16]([N:35]2[CH2:40][CH2:39][O:38][CH2:37][CH2:36]2)[N:15]=1, predict the reaction product. The product is: [CH:1]([C:4]1[N:5]([C:14]2[N:22]=[C:21]3[C:17]([N:18]=[C:19]([CH2:24][N:25]4[CH2:30][CH2:29][CH:28]([C:31]([OH:34])([CH3:33])[CH3:32])[CH2:27][CH2:26]4)[N:20]3[CH3:23])=[C:16]([N:35]3[CH2:36][CH2:37][O:38][CH2:39][CH2:40]3)[N:15]=2)[C:6]2[CH:12]=[CH:11][CH:10]=[CH:9][C:7]=2[N:8]=1)([CH3:3])[CH3:2].